The task is: Predict the reaction yield, written as a fraction of the theoretical maximum amount of product (1.0 means a 100% yield; for example, 0.34 means a 34% yield).. This data is from Reaction yield outcomes from USPTO patents with 853,638 reactions. (1) The reactants are [OH:1][C:2]1[C:7]2[C@@:8]3([OH:45])[C@@:21]([O:25][CH3:26])([C@H:22]([OH:24])[CH2:23][C:6]=2[CH:5]=[C:4]([CH3:46])[C:3]=1[C:47](O)=[O:48])[C:20](=[O:27])[C:19]1[C:10](=[CH:11][C:12]2[C:13](=[O:43])[C:14]([NH:30][CH:31]4[C@H:36]([O:37][CH3:38])[C@H:35]([OH:39])[C@@H:34]([O:40][CH3:41])[C@H:33]([CH3:42])[O:32]4)=[CH:15][C:16](=[O:29])[C:17]=2[C:18]=1[OH:28])[C:9]3=[O:44].O.ON1C2C=CC=CC=2N=N1.[NH:61]1[CH2:65][CH2:64][CH2:63][CH2:62]1. The catalyst is C1COCC1. The product is [OH:1][C:2]1[C:7]2[C@@:8]3([OH:45])[C@@:21]([O:25][CH3:26])([C@H:22]([OH:24])[CH2:23][C:6]=2[CH:5]=[C:4]([CH3:46])[C:3]=1[C:47]([N:61]1[CH2:65][CH2:64][CH2:63][CH2:62]1)=[O:48])[C:20](=[O:27])[C:19]1[C:10](=[CH:11][C:12]2[C:13](=[O:43])[C:14]([NH:30][CH:31]4[C@H:36]([O:37][CH3:38])[C@H:35]([OH:39])[C@@H:34]([O:40][CH3:41])[C@H:33]([CH3:42])[O:32]4)=[CH:15][C:16](=[O:29])[C:17]=2[C:18]=1[OH:28])[C:9]3=[O:44]. The yield is 0.0280. (2) The product is [NH2:24][C:25]1[C:26]([C:33]([NH:35][C:36](=[NH:37])[NH:23][CH2:22][CH2:21][CH2:20][CH2:19][C:14]2[CH:13]=[CH:12][C:11]3[C:16](=[CH:17][CH:18]=[C:9]([O:8][Si:1]([C:4]([CH3:7])([CH3:6])[CH3:5])([CH3:3])[CH3:2])[CH:10]=3)[CH:15]=2)=[O:34])=[N:27][C:28]([Cl:32])=[C:29]([NH2:31])[N:30]=1. The yield is 0.500. The catalyst is CCO. The reactants are [Si:1]([O:8][C:9]1[CH:10]=[C:11]2[C:16](=[CH:17][CH:18]=1)[CH:15]=[C:14]([CH2:19][CH2:20][CH2:21][CH2:22][NH2:23])[CH:13]=[CH:12]2)([C:4]([CH3:7])([CH3:6])[CH3:5])([CH3:3])[CH3:2].[NH2:24][C:25]1[C:26]([C:33]([NH:35][C:36](SC)=[NH:37])=[O:34])=[N:27][C:28]([Cl:32])=[C:29]([NH2:31])[N:30]=1.C(N(C(C)C)CC)(C)C. (3) The reactants are [C:1]([O:5][C:6]([N:8]1[CH2:13][CH2:12][CH:11]([C:14]2[CH:19]=[CH:18][C:17]([NH2:20])=[C:16](Br)[CH:15]=2)[CH2:10][CH2:9]1)=[O:7])([CH3:4])([CH3:3])[CH3:2].[S:22]1[CH2:27][CH:26]=[C:25](B2OCC(C)(C)CO2)[CH2:24][CH2:23]1.C([O-])([O-])=O.[Na+].[Na+].CCOC(C)=O. The catalyst is O1CCOCC1.C1C=CC([P]([Pd]([P](C2C=CC=CC=2)(C2C=CC=CC=2)C2C=CC=CC=2)([P](C2C=CC=CC=2)(C2C=CC=CC=2)C2C=CC=CC=2)[P](C2C=CC=CC=2)(C2C=CC=CC=2)C2C=CC=CC=2)(C2C=CC=CC=2)C2C=CC=CC=2)=CC=1. The product is [C:1]([O:5][C:6]([N:8]1[CH2:13][CH2:12][CH:11]([C:14]2[CH:19]=[CH:18][C:17]([NH2:20])=[C:16]([C:25]3[CH2:26][CH2:27][S:22][CH2:23][CH:24]=3)[CH:15]=2)[CH2:10][CH2:9]1)=[O:7])([CH3:4])([CH3:3])[CH3:2]. The yield is 0.670. (4) The reactants are [NH2:1][CH:2]([CH:4]1[CH2:9][CH2:8][N:7]([C:10]([O:12][C:13]([CH3:16])([CH3:15])[CH3:14])=[O:11])[CH2:6][CH2:5]1)[CH3:3].[Br:17][C:18]1[C:19](Cl)=[N:20][C:21]([Cl:24])=[N:22][CH:23]=1.C(N(C(C)C)C(C)C)C. The catalyst is C(O)C. The product is [Br:17][C:18]1[C:19]([NH:1][CH:2]([CH:4]2[CH2:5][CH2:6][N:7]([C:10]([O:12][C:13]([CH3:15])([CH3:14])[CH3:16])=[O:11])[CH2:8][CH2:9]2)[CH3:3])=[N:20][C:21]([Cl:24])=[N:22][CH:23]=1. The yield is 0.972. (5) The reactants are [OH:1][C:2]1[CH:11]=[C:10]2[C:5]([C:6]([O:12][C:13]3[CH:14]=[CH:15][C:16]([N:19]([C:28]4[CH:33]=[CH:32][CH:31]=[CH:30][CH:29]=4)[C:20]([C:22]4([C:25]([NH2:27])=[O:26])[CH2:24][CH2:23]4)=[O:21])=[N:17][CH:18]=3)=[CH:7][CH:8]=[N:9]2)=[CH:4][CH:3]=1.CS(O[CH2:39][CH2:40][CH2:41][C:42]1([OH:45])[CH2:44][CH2:43]1)(=O)=O.C([O-])([O-])=O.[Cs+].[Cs+]. The catalyst is CC(N(C)C)=O. The product is [OH:45][C:42]1([CH2:41][CH2:40][CH2:39][O:1][C:2]2[CH:11]=[C:10]3[C:5]([C:6]([O:12][C:13]4[CH:14]=[CH:15][C:16]([N:19]([C:28]5[CH:29]=[CH:30][CH:31]=[CH:32][CH:33]=5)[C:20]([C:22]5([C:25]([NH2:27])=[O:26])[CH2:24][CH2:23]5)=[O:21])=[N:17][CH:18]=4)=[CH:7][CH:8]=[N:9]3)=[CH:4][CH:3]=2)[CH2:44][CH2:43]1. The yield is 0.650. (6) The reactants are [Si:1]([O:8][CH2:9][CH2:10][N:11]1[C:19]2[C:14](=[CH:15][CH:16]=[CH:17][CH:18]=2)[C:13]([CH2:20][CH2:21][CH2:22][OH:23])=[CH:12]1)([C:4]([CH3:7])([CH3:6])[CH3:5])([CH3:3])[CH3:2].[CH3:24][S:25](Br)(=[O:27])=[O:26].C(N(CC)CC)C. The catalyst is C(Cl)Cl. The product is [CH3:24][S:25]([O:23][CH2:22][CH2:21][CH2:20][C:13]1[C:14]2[C:19](=[CH:18][CH:17]=[CH:16][CH:15]=2)[N:11]([CH2:10][CH2:9][O:8][Si:1]([C:4]([CH3:7])([CH3:6])[CH3:5])([CH3:3])[CH3:2])[CH:12]=1)(=[O:27])=[O:26]. The yield is 0.880. (7) The reactants are Cl.[F:2][C:3]1[CH:4]=[N:5][C:6]2[C:11]([C:12]=1[CH2:13][CH2:14][N:15]1[CH2:19][CH2:18][C:17]([CH2:21][NH2:22])([CH3:20])[CH2:16]1)=[N:10][C:9]([O:23][CH3:24])=[CH:8][CH:7]=2.[O:25]=[C:26]1[CH2:31][S:30][C:29]2[CH:32]=[CH:33][C:34]([CH:36]=O)=[N:35][C:28]=2[NH:27]1. The catalyst is CO. The product is [F:2][C:3]1[CH:4]=[N:5][C:6]2[C:11]([C:12]=1[CH2:13][CH2:14][N:15]1[CH2:19][CH2:18][C:17]([CH2:21][NH:22][CH2:36][C:34]3[CH:33]=[CH:32][C:29]4[S:30][CH2:31][C:26](=[O:25])[NH:27][C:28]=4[N:35]=3)([CH3:20])[CH2:16]1)=[N:10][C:9]([O:23][CH3:24])=[CH:8][CH:7]=2. The yield is 0.240. (8) The reactants are CC1(C)[O:6][C:5](=[CH:7][C:8]([N:10]([CH3:22])[CH2:11][C:12]2[CH:17]=[CH:16][C:15]([C:18]([F:21])([F:20])[F:19])=[CH:14][CH:13]=2)=[O:9])[C:4](=[O:23])O1.[CH2:25]=O.[NH2:27][CH2:28][CH2:29][N:30]1[CH2:35][CH2:34][O:33][CH2:32][CH2:31]1. The catalyst is CO. The product is [CH3:22][N:10]([CH2:11][C:12]1[CH:13]=[CH:14][C:15]([C:18]([F:19])([F:20])[F:21])=[CH:16][CH:17]=1)[C:8]([C:7]1[CH2:25][N:27]([CH2:28][CH2:29][N:30]2[CH2:35][CH2:34][O:33][CH2:32][CH2:31]2)[C:4](=[O:23])[C:5]=1[OH:6])=[O:9]. The yield is 0.350.